Dataset: CYP2D6 inhibition data for predicting drug metabolism from PubChem BioAssay. Task: Regression/Classification. Given a drug SMILES string, predict its absorption, distribution, metabolism, or excretion properties. Task type varies by dataset: regression for continuous measurements (e.g., permeability, clearance, half-life) or binary classification for categorical outcomes (e.g., BBB penetration, CYP inhibition). Dataset: cyp2d6_veith. (1) The molecule is COc1ccc(-n2c(=O)c(-c3cccs3)nc3cnc(Nc4ccccc4)nc32)cc1. The result is 0 (non-inhibitor). (2) The molecule is C=CCSc1nc2c(sc3nc(C)cc(C)c32)c(=O)[nH]1. The result is 0 (non-inhibitor).